This data is from Forward reaction prediction with 1.9M reactions from USPTO patents (1976-2016). The task is: Predict the product of the given reaction. (1) Given the reactants [Br:1][C:2]1[CH:3]=[C:4]([CH:8]=[CH:9][N:10]=1)[C:5]([OH:7])=O.[NH2:11][C:12]1[CH:17]=[CH:16][CH:15]=[CH:14][CH:13]=1, predict the reaction product. The product is: [Br:1][C:2]1[CH:3]=[C:4]([CH:8]=[CH:9][N:10]=1)[C:5]([NH:11][C:12]1[CH:17]=[CH:16][CH:15]=[CH:14][CH:13]=1)=[O:7]. (2) Given the reactants [Cl:1][C:2]1[CH:7]=[CH:6][CH:5]=[C:4]([Cl:8])[C:3]=1[CH2:9][CH:10]=[N:11][OH:12].[Cl:13]N1C(=O)CCC1=O.O, predict the reaction product. The product is: [Cl:1][C:2]1[CH:7]=[CH:6][CH:5]=[C:4]([Cl:8])[C:3]=1[CH2:9][C:10]([Cl:13])=[N:11][OH:12]. (3) Given the reactants [Br:1][C:2]1[CH:7]=[CH:6][C:5]([C@@H:8]([N:10]2[CH2:15][CH2:14][C@@:13]([CH2:22][C:23]([CH3:25])=[CH2:24])([C:16]3[CH:21]=[CH:20][CH:19]=[CH:18][CH:17]=3)[O:12][C:11]2=[O:26])[CH3:9])=[CH:4][CH:3]=1.Br[C:28]1C=CC([C@@H](N2CC[C@](CC(C)=C)(C3C=CC=CC=3)OC2=O)C)=C[CH:29]=1, predict the reaction product. The product is: [Br:1][C:2]1[CH:3]=[CH:4][C:5]([CH:8]([CH:9]2[CH2:29][CH2:28]2)[N:10]2[CH2:15][CH2:14][C:13]([CH2:22][C:23]([CH3:25])=[CH2:24])([C:16]3[CH:17]=[CH:18][CH:19]=[CH:20][CH:21]=3)[O:12][C:11]2=[O:26])=[CH:6][CH:7]=1. (4) Given the reactants [Cl:1][C:2]1[C:3]([C:9](=O)[CH:10]([N:12]2[C:16](=[O:17])[C:15]3=[CH:18][CH:19]=[CH:20][CH:21]=[C:14]3[C:13]2=[O:22])[CH3:11])=[N:4][CH:5]=[C:6]([Cl:8])[CH:7]=1.Cl.[CH3:25][O:26][NH2:27].N1C=CC=CC=1.Cl, predict the reaction product. The product is: [Cl:1][C:2]1[C:3]([C:9](=[N:27][O:26][CH3:25])[CH:10]([N:12]2[C:16](=[O:17])[C:15]3=[CH:18][CH:19]=[CH:20][CH:21]=[C:14]3[C:13]2=[O:22])[CH3:11])=[N:4][CH:5]=[C:6]([Cl:8])[CH:7]=1. (5) Given the reactants Cl[C:2]1[N:7]=[C:6]([CH2:8][CH3:9])[C:5]([O:10][CH2:11][C:12]([O:14][C:15]([CH3:18])([CH3:17])[CH3:16])=[O:13])=[CH:4][N:3]=1.[CH3:19][S-:20].[Na+], predict the reaction product. The product is: [CH2:8]([C:6]1[C:5]([O:10][CH2:11][C:12]([O:14][C:15]([CH3:18])([CH3:17])[CH3:16])=[O:13])=[CH:4][N:3]=[C:2]([S:20][CH3:19])[N:7]=1)[CH3:9]. (6) Given the reactants [Cl:1][C:2]1[C:10]2[O:9][N:8]=[C:7]([CH:11]3[CH2:13][CH2:12]3)[C:6]=2[CH:5]=[C:4]([NH:14][C:15](=[O:17])[CH3:16])[CH:3]=1.[CH3:18][C:19]([O:22][C:23](O[C:23]([O:22][C:19]([CH3:21])([CH3:20])[CH3:18])=[O:24])=[O:24])([CH3:21])[CH3:20], predict the reaction product. The product is: [C:15]([N:14]([C:4]1[CH:3]=[C:2]([Cl:1])[C:10]2[O:9][N:8]=[C:7]([CH:11]3[CH2:12][CH2:13]3)[C:6]=2[CH:5]=1)[C:23](=[O:24])[O:22][C:19]([CH3:21])([CH3:20])[CH3:18])(=[O:17])[CH3:16]. (7) The product is: [O:4]1[CH:1]=[CH:2][C:6]([C:7]2[CH:12]=[CH:11][C:10]([C:13]([CH2:29][CH3:30])=[C:14]([C:15]3[CH:20]=[CH:19][C:18]([OH:21])=[CH:17][CH:16]=3)[C:22]3[CH:27]=[CH:26][C:25]([OH:28])=[CH:24][CH:23]=3)=[CH:9][CH:8]=2)=[CH:5]1. Given the reactants [CH3:1][C:2]1[C:6]([C:7]2[CH:12]=[CH:11][C:10]([C:13]([CH2:29][CH3:30])=[C:14]([C:22]3[CH:27]=[CH:26][C:25]([OH:28])=[CH:24][CH:23]=3)[C:15]3[CH:20]=[CH:19][C:18]([OH:21])=[CH:17][CH:16]=3)=[CH:9][CH:8]=2)=[C:5](C)[O:4]N=1.BrC1C=CC(C(CC)=C(C2C=CC(O)=CC=2)C2C=CC(O)=CC=2)=CC=1.O1C=CC(B(O)O)=C1.C([O-])([O-])=O.[Na+].[Na+], predict the reaction product. (8) Given the reactants C[O:2][C:3]1[C:8]2[C:9]([C:18]3[CH:25]=[CH:24][C:21]([C:22]#[N:23])=[CH:20][CH:19]=3)=[CH:10][N:11]([CH:12]([CH2:16][CH3:17])[CH2:13][O:14][CH3:15])[C:7]=2[CH:6]=[CH:5][N:4]=1.[I-].[Na+].Cl[Si](C)(C)C.C(=O)([O-])O.[Na+], predict the reaction product. The product is: [CH3:15][O:14][CH2:13][CH:12]([N:11]1[C:7]2[CH:6]=[CH:5][NH:4][C:3](=[O:2])[C:8]=2[C:9]([C:18]2[CH:19]=[CH:20][C:21]([C:22]#[N:23])=[CH:24][CH:25]=2)=[CH:10]1)[CH2:16][CH3:17]. (9) Given the reactants C[O:2][C:3]([C@H:5]1[CH2:10][CH2:9][C@H:8]([CH2:11][N:12]([CH3:32])[C:13]2[S:14][C:15]([C:18]3[CH:23]=[CH:22][CH:21]=[C:20]([NH:24][C:25]4[CH:30]=[C:29]([CH3:31])[CH:28]=[CH:27][N:26]=4)[N:19]=3)=[CH:16][N:17]=2)[CH2:7][CH2:6]1)=[O:4].[OH-].[Na+].Cl.C(Cl)(Cl)Cl.C(OCC)C, predict the reaction product. The product is: [CH3:32][N:12]([CH2:11][C@H:8]1[CH2:9][CH2:10][C@H:5]([C:3]([OH:4])=[O:2])[CH2:6][CH2:7]1)[C:13]1[S:14][C:15]([C:18]2[CH:23]=[CH:22][CH:21]=[C:20]([NH:24][C:25]3[CH:30]=[C:29]([CH3:31])[CH:28]=[CH:27][N:26]=3)[N:19]=2)=[CH:16][N:17]=1.